This data is from Catalyst prediction with 721,799 reactions and 888 catalyst types from USPTO. The task is: Predict which catalyst facilitates the given reaction. (1) Reactant: O[N:2]1C2C=CC=CC=2N=N1.CCN=C=NCCCN(C)C.C(N(CC)C(C)C)(C)C.[C:31]([O:35][C:36]([N:38]1[CH2:42][CH2:41][CH:40]([C:43]2[CH:48]=[CH:47][C:46]([NH:49][C:50]3[N:55]=[C:54]([CH2:56][CH2:57][C:58]4[CH:63]=[CH:62][CH:61]=[CH:60][C:59]=4[CH2:64][C:65]([O-])=[O:66])[C:53]([C:68]([F:71])([F:70])[F:69])=[CH:52][N:51]=3)=[CH:45][CH:44]=2)[CH2:39]1)=[O:37])([CH3:34])([CH3:33])[CH3:32].[Li+].C(=O)([O-])[O-].[NH4+].[NH4+]. Product: [NH2:2][C:65](=[O:66])[CH2:64][C:59]1[CH:60]=[CH:61][CH:62]=[CH:63][C:58]=1[CH2:57][CH2:56][C:54]1[C:53]([C:68]([F:69])([F:71])[F:70])=[CH:52][N:51]=[C:50]([NH:49][C:46]2[CH:47]=[CH:48][C:43]([CH:40]3[CH2:41][CH2:42][N:38]([C:36]([O:35][C:31]([CH3:34])([CH3:32])[CH3:33])=[O:37])[CH2:39]3)=[CH:44][CH:45]=2)[N:55]=1. The catalyst class is: 118. (2) Reactant: Br[C:2]1[CH:10]=[C:9]2[C:5]([CH:6]=[N:7][N:8]2[CH3:11])=[C:4]([C:12]2[O:13][C:14]([CH2:17][N:18]3[CH2:23][C@H:22]([CH3:24])[O:21][C@H:20]([CH3:25])[CH2:19]3)=[N:15][N:16]=2)[CH:3]=1.CC1(C)C(C)(C)OB([C:34]2[CH:42]=[CH:41][CH:40]=[C:39]3[C:35]=2[CH:36]=[CH:37][NH:38]3)O1.C(=O)([O-])[O-].[Na+].[Na+]. Product: [CH3:25][C@H:20]1[O:21][C@@H:22]([CH3:24])[CH2:23][N:18]([CH2:17][C:14]2[O:13][C:12]([C:4]3[CH:3]=[C:2]([C:34]4[CH:42]=[CH:41][CH:40]=[C:39]5[C:35]=4[CH:36]=[CH:37][NH:38]5)[CH:10]=[C:9]4[C:5]=3[CH:6]=[N:7][N:8]4[CH3:11])=[N:16][N:15]=2)[CH2:19]1. The catalyst class is: 38. (3) Reactant: [Cl:1][C:2]1[CH:3]=[C:4]([CH2:16][C@H:17]([NH:21][S:22]([C:25]2[CH:30]=[CH:29][CH:28]=[CH:27][CH:26]=2)(=[O:24])=[O:23])[C:18]([OH:20])=O)[CH:5]=[CH:6][C:7]=1[CH:8]1[S:12](=[O:14])(=[O:13])[NH:11][C:10](=[O:15])[CH2:9]1.F[P-](F)(F)(F)(F)F.N1(O[P+](N(C)C)(N(C)C)N(C)C)C2C=CC=CC=2N=N1.[C:58]1([CH2:64][CH2:65][CH2:66][CH2:67][NH2:68])[CH:63]=[CH:62][CH:61]=[CH:60][CH:59]=1.C(N(CC)C(C)C)(C)C. Product: [Cl:1][C:2]1[CH:3]=[C:4]([CH2:16][CH:17]([NH:21][S:22]([C:25]2[CH:26]=[CH:27][CH:28]=[CH:29][CH:30]=2)(=[O:23])=[O:24])[C:18]([NH:68][CH2:67][CH2:66][CH2:65][CH2:64][C:58]2[CH:63]=[CH:62][CH:61]=[CH:60][CH:59]=2)=[O:20])[CH:5]=[CH:6][C:7]=1[CH:8]1[S:12](=[O:14])(=[O:13])[NH:11][C:10](=[O:15])[CH2:9]1. The catalyst class is: 3. (4) Reactant: Cl[C:2]1[N:7]=[CH:6][C:5]([C:8](=[O:10])[CH3:9])=[CH:4][CH:3]=1.[CH3:11][O:12][C:13]([C:15]1[CH:20]=[CH:19][C:18](B(O)O)=[CH:17][CH:16]=1)=[O:14].C(=O)([O-])[O-].[Na+].[Na+]. Product: [CH3:11][O:12][C:13](=[O:14])[C:15]1[CH:20]=[CH:19][C:18]([C:2]2[CH:3]=[CH:4][C:5]([C:8](=[O:10])[CH3:9])=[CH:6][N:7]=2)=[CH:17][CH:16]=1. The catalyst class is: 755. (5) Reactant: [N+:1]([C:4]1[C:5]([CH:15]=O)=[N:6][N:7]([CH:9]2[CH2:14][CH2:13][CH2:12][CH2:11][O:10]2)[CH:8]=1)([O-:3])=[O:2].[C:17]([O:21][C:22]([N:24]1[CH2:29][CH2:28][N:27]([C:30]2[CH:35]=[C:34]([NH2:36])[C:33]([NH2:37])=[CH:32][C:31]=2[F:38])[CH2:26][CH2:25]1)=[O:23])([CH3:20])([CH3:19])[CH3:18]. Product: [C:17]([O:21][C:22]([N:24]1[CH2:25][CH2:26][N:27]([C:30]2[C:31]([F:38])=[CH:32][C:33]3[N:37]=[C:15]([C:5]4[C:4]([N+:1]([O-:3])=[O:2])=[CH:8][N:7]([CH:9]5[CH2:14][CH2:13][CH2:12][CH2:11][O:10]5)[N:6]=4)[NH:36][C:34]=3[CH:35]=2)[CH2:28][CH2:29]1)=[O:23])([CH3:20])([CH3:18])[CH3:19]. The catalyst class is: 5. (6) Reactant: Cl.[N:2]([C@H:5]1[CH2:33][N:8]2[C@H:9]([CH:20]([C:27]3[CH:32]=[CH:31][CH:30]=[CH:29][CH:28]=3)[C:21]3[CH:26]=[CH:25][CH:24]=[CH:23][CH:22]=3)[CH2:10][N:11]([C:13]([O:15][C:16]([CH3:19])([CH3:18])[CH3:17])=[O:14])[CH2:12][C@@H:7]2[CH2:6]1)=[N+]=[N-]. Product: [NH2:2][C@H:5]1[CH2:33][N:8]2[C@H:9]([CH:20]([C:27]3[CH:32]=[CH:31][CH:30]=[CH:29][CH:28]=3)[C:21]3[CH:22]=[CH:23][CH:24]=[CH:25][CH:26]=3)[CH2:10][N:11]([C:13]([O:15][C:16]([CH3:18])([CH3:17])[CH3:19])=[O:14])[CH2:12][C@@H:7]2[CH2:6]1. The catalyst class is: 19. (7) Product: [C:32]([O:35][CH2:36][C:37]([NH:14][C:13]1[C:12]2[C:7](=[N:8][C:9]([C:22]3[CH:27]=[CH:26][C:25]([Cl:28])=[CH:24][C:23]=3[Cl:29])=[C:10]([C:15]3[CH:16]=[CH:17][C:18]([Cl:21])=[CH:19][CH:20]=3)[CH:11]=2)[N:6]([CH3:30])[C:5](=[O:31])[C:4]=1[C:1](=[O:3])[CH3:2])=[O:38])(=[O:34])[CH3:33]. The catalyst class is: 290. Reactant: [C:1]([C:4]1[C:5](=[O:31])[N:6]([CH3:30])[C:7]2[C:12]([C:13]=1[NH2:14])=[CH:11][C:10]([C:15]1[CH:20]=[CH:19][C:18]([Cl:21])=[CH:17][CH:16]=1)=[C:9]([C:22]1[CH:27]=[CH:26][C:25]([Cl:28])=[CH:24][C:23]=1[Cl:29])[N:8]=2)(=[O:3])[CH3:2].[C:32]([O:35][CH2:36][C:37](Cl)=[O:38])(=[O:34])[CH3:33]. (8) Reactant: [C:1]([O:5][C:6]([N:8]1[CH2:13][CH2:12][C:11]2[NH:14][N:15]([C:18]3[CH:27]=[N:26][C:25]4[C:20](=[CH:21][CH:22]=[CH:23][CH:24]=4)[N:19]=3)[C:16](=[O:17])[C:10]=2[CH2:9]1)=[O:7])([CH3:4])([CH3:3])[CH3:2].[H-].[Na+].I[CH3:31]. Product: [C:1]([O:5][C:6]([N:8]1[CH2:13][CH2:12][C:11]2[N:14]([CH3:31])[N:15]([C:18]3[CH:27]=[N:26][C:25]4[C:20](=[CH:21][CH:22]=[CH:23][CH:24]=4)[N:19]=3)[C:16](=[O:17])[C:10]=2[CH2:9]1)=[O:7])([CH3:4])([CH3:2])[CH3:3]. The catalyst class is: 9.